Dataset: Peptide-MHC class I binding affinity with 185,985 pairs from IEDB/IMGT. Task: Regression. Given a peptide amino acid sequence and an MHC pseudo amino acid sequence, predict their binding affinity value. This is MHC class I binding data. (1) The peptide sequence is CFTSLVWAPLILA. The MHC is HLA-B42:01 with pseudo-sequence HLA-B42:01. The binding affinity (normalized) is 0.0967. (2) The peptide sequence is NPAHKSQLVW. The MHC is Mamu-B17 with pseudo-sequence Mamu-B17. The binding affinity (normalized) is 0. (3) The peptide sequence is YTQLRFPKK. The MHC is HLA-A03:01 with pseudo-sequence HLA-A03:01. The binding affinity (normalized) is 0.427. (4) The peptide sequence is RQASLSISV. The MHC is HLA-A02:01 with pseudo-sequence HLA-A02:01. The binding affinity (normalized) is 0.570. (5) The peptide sequence is LLRHYYNKR. The MHC is HLA-A11:01 with pseudo-sequence HLA-A11:01. The binding affinity (normalized) is 0.378. (6) The peptide sequence is RAYWIHLMM. The MHC is HLA-B15:17 with pseudo-sequence HLA-B15:17. The binding affinity (normalized) is 0.908.